From a dataset of Forward reaction prediction with 1.9M reactions from USPTO patents (1976-2016). Predict the product of the given reaction. (1) Given the reactants [NH2:1][C:2]1[CH:3]=[C:4]([NH:9][C:10](=[O:22])[C:11]2[CH:16]=[CH:15][C:14]([C:17]([F:20])([F:19])[F:18])=[N:13][C:12]=2[CH3:21])[CH:5]=[CH:6][C:7]=1[Cl:8].[F:23][C:24]1[CH:32]=[CH:31][C:27]([C:28](O)=[O:29])=[CH:26][CH:25]=1, predict the reaction product. The product is: [Cl:8][C:7]1[CH:6]=[CH:5][C:4]([NH:9][C:10](=[O:22])[C:11]2[CH:16]=[CH:15][C:14]([C:17]([F:20])([F:19])[F:18])=[N:13][C:12]=2[CH3:21])=[CH:3][C:2]=1[NH:1][C:28](=[O:29])[C:27]1[CH:31]=[CH:32][C:24]([F:23])=[CH:25][CH:26]=1. (2) Given the reactants [OH:1][C:2]1[CH:3]=[C:4]([CH:14]=[C:15]([O:17][C@H:18]2[CH2:22][CH2:21][O:20][CH2:19]2)[CH:16]=1)[C:5]([NH:7][C:8]1[CH:12]=[CH:11][N:10]([CH3:13])[N:9]=1)=[O:6].Cl[C:24]1[S:25][C:26]2[C:27](=[O:37])[N:28]([CH3:36])[CH2:29][C:30]([CH3:35])([CH3:34])[CH2:31][C:32]=2[N:33]=1.C(=O)([O-])[O-].[K+].[K+], predict the reaction product. The product is: [CH3:13][N:10]1[CH:11]=[CH:12][C:8]([NH:7][C:5](=[O:6])[C:4]2[CH:3]=[C:2]([O:1][C:24]3[S:25][C:26]4[C:27](=[O:37])[N:28]([CH3:36])[CH2:29][C:30]([CH3:34])([CH3:35])[CH2:31][C:32]=4[N:33]=3)[CH:16]=[C:15]([O:17][C@H:18]3[CH2:22][CH2:21][O:20][CH2:19]3)[CH:14]=2)=[N:9]1. (3) Given the reactants OC1CC2C(=CC=CC=2)C1NC([C:14]1[CH:18]=[C:17]([NH2:19])[NH:16][N:15]=1)=O.[C:20]([O:26][CH3:27])(=[O:25])[CH2:21][C:22]([CH3:24])=O.[CH3:28]O, predict the reaction product. The product is: [CH3:27][O:26][C:20]([C:21]1[CH:22]=[C:24]([CH3:28])[N:16]2[N:15]=[CH:14][CH:18]=[C:17]2[N:19]=1)=[O:25]. (4) Given the reactants [CH3:1][O:2][C:3]1[CH:4]=[C:5]([C:9]2[C:10]([CH2:22]O)=[N:11][N:12]([CH2:14][O:15][CH2:16][CH2:17][Si:18]([CH3:21])([CH3:20])[CH3:19])[N:13]=2)[CH:6]=[CH:7][CH:8]=1.C(Br)(Br)(Br)[Br:25].C1C=CC(P(C2C=CC=CC=2)C2C=CC=CC=2)=CC=1, predict the reaction product. The product is: [Br:25][CH2:22][C:10]1[C:9]([C:5]2[CH:6]=[CH:7][CH:8]=[C:3]([O:2][CH3:1])[CH:4]=2)=[N:13][N:12]([CH2:14][O:15][CH2:16][CH2:17][Si:18]([CH3:21])([CH3:20])[CH3:19])[N:11]=1. (5) Given the reactants [CH3:1][S:2]([CH2:5][C:6]1[CH:7]=[CH:8][C:9]2[N:13]=[CH:12][N:11]([C:14]3[S:18][C:17]([C:19]([O:21]C)=O)=[C:16]([O:23][C@@H:24]([C:26]4[CH:31]=[CH:30][CH:29]=[CH:28][C:27]=4[C:32]([F:35])([F:34])[F:33])[CH3:25])[CH:15]=3)[C:10]=2[CH:36]=1)(=[O:4])=[O:3].[NH3:37].CO, predict the reaction product. The product is: [OH-:3].[NH4+:11].[CH3:1][S:2]([CH2:5][C:6]1[CH:7]=[CH:8][C:9]2[N:13]=[CH:12][N:11]([C:14]3[S:18][C:17]([C:19]([NH2:37])=[O:21])=[C:16]([O:23][C@@H:24]([C:26]4[CH:31]=[CH:30][CH:29]=[CH:28][C:27]=4[C:32]([F:34])([F:33])[F:35])[CH3:25])[CH:15]=3)[C:10]=2[CH:36]=1)(=[O:4])=[O:3]. (6) Given the reactants [CH2:1]([O:3][C:4](=[O:15])[CH2:5][CH2:6][C:7]1[CH:12]=[CH:11][CH:10]=[C:9]([NH:13][NH2:14])[CH:8]=1)[CH3:2].[CH3:16][C:17]([CH3:24])([CH3:23])[C:18](=O)[CH2:19][C:20]#[N:21], predict the reaction product. The product is: [CH2:1]([O:3][C:4](=[O:15])[CH2:5][CH2:6][C:7]1[CH:12]=[CH:11][CH:10]=[C:9]([N:13]2[C:20]([NH2:21])=[CH:19][C:18]([C:17]([CH3:24])([CH3:23])[CH3:16])=[N:14]2)[CH:8]=1)[CH3:2]. (7) Given the reactants [CH3:1][C:2]1[N:3]=[C:4]2[C:9]([C:10]3[CH:15]=[CH:14][C:13]([OH:16])=[CH:12][CH:11]=3)=[CH:8][CH:7]=[CH:6][N:5]2[CH:17]=1.[H-].[Na+].Cl[C:21]1[N:25]([CH2:26][O:27][CH2:28][CH2:29][Si:30]([CH3:33])([CH3:32])[CH3:31])[C:24]2[CH:34]=[CH:35][CH:36]=[CH:37][C:23]=2[N:22]=1.O, predict the reaction product. The product is: [CH3:1][C:2]1[N:3]=[C:4]2[C:9]([C:10]3[CH:15]=[CH:14][C:13]([O:16][C:21]4[N:25]([CH2:26][O:27][CH2:28][CH2:29][Si:30]([CH3:32])([CH3:33])[CH3:31])[C:24]5[CH:34]=[CH:35][CH:36]=[CH:37][C:23]=5[N:22]=4)=[CH:12][CH:11]=3)=[CH:8][CH:7]=[CH:6][N:5]2[CH:17]=1. (8) Given the reactants [H-].[Na+].[OH:3][C:4]1[CH2:5][CH:6]([C:11]([OH:13])=[O:12])[CH2:7][C:8](=[O:10])[CH:9]=1.[Cl-].[C:15]1([N+:21]#[N:22])[CH:20]=[CH:19][CH:18]=[CH:17][CH:16]=1.O.Cl.N[C:26]1C=CC=CC=1.N([O-])=O.[Na+], predict the reaction product. The product is: [OH:3][C:4]1[CH2:5][CH:6]([C:11]([O:13][CH3:26])=[O:12])[CH2:7][C:8](=[O:10])[C:9]=1[N:22]=[N:21][C:15]1[CH:20]=[CH:19][CH:18]=[CH:17][CH:16]=1.